Dataset: Catalyst prediction with 721,799 reactions and 888 catalyst types from USPTO. Task: Predict which catalyst facilitates the given reaction. (1) Reactant: [C:1]([O:5][C:6]([NH:8][CH:9]([CH2:13][CH:14]1[CH2:18][CH2:17][CH2:16][CH2:15]1)[C:10](O)=[O:11])=[O:7])([CH3:4])([CH3:3])[CH3:2].CN1CCOCC1.ClC(OCC(C)C)=O.[BH4-].[Na+]. Product: [CH:14]1([CH2:13][CH:9]([NH:8][C:6](=[O:7])[O:5][C:1]([CH3:3])([CH3:2])[CH3:4])[CH2:10][OH:11])[CH2:15][CH2:16][CH2:17][CH2:18]1. The catalyst class is: 20. (2) Product: [C:37]([C:39]1[CH:47]=[CH:46][C:42]([C:43]([NH:26][C:19]2[C:20]([C:22]([F:25])([F:23])[F:24])=[N:21][C:16]([O:15][CH2:14][C:13]3[C:9]([C:3]4[C:2]([Cl:1])=[CH:7][CH:6]=[CH:5][C:4]=4[Cl:8])=[N:10][O:11][C:12]=3[CH:27]([CH3:29])[CH3:28])=[CH:17][CH:18]=2)=[O:44])=[CH:41][CH:40]=1)#[N:38]. Reactant: [Cl:1][C:2]1[CH:7]=[CH:6][CH:5]=[C:4]([Cl:8])[C:3]=1[C:9]1[C:13]([CH2:14][O:15][C:16]2[N:21]=[C:20]([C:22]([F:25])([F:24])[F:23])[C:19]([NH2:26])=[CH:18][CH:17]=2)=[C:12]([CH:27]([CH3:29])[CH3:28])[O:11][N:10]=1.C(N(CC)CC)C.[C:37]([C:39]1[CH:47]=[CH:46][C:42]([C:43](Cl)=[O:44])=[CH:41][CH:40]=1)#[N:38]. The catalyst class is: 4. (3) Reactant: [CH3:1][C:2]1[C:6]([CH3:7])=[C:5]([OH:8])[N:4]([C:9]2[CH:14]=[CH:13][CH:12]=[C:11]([CH3:15])[N:10]=2)[N:3]=1.CCN(CC)CC.[O:23](S(C(F)(F)F)(=O)=O)[S:24]([C:27]([F:30])([F:29])[F:28])(=O)=[O:25]. Product: [F:28][C:27]([F:30])([F:29])[S:24]([O:8][C:5]1[N:4]([C:9]2[CH:14]=[CH:13][CH:12]=[C:11]([CH3:15])[N:10]=2)[N:3]=[C:2]([CH3:1])[C:6]=1[CH3:7])(=[O:25])=[O:23]. The catalyst class is: 2.